Dataset: Reaction yield outcomes from USPTO patents with 853,638 reactions. Task: Predict the reaction yield, written as a fraction of the theoretical maximum amount of product (1.0 means a 100% yield; for example, 0.34 means a 34% yield). (1) The product is [Cl:1][C:2]1[CH:3]([OH:20])[N:4]([C:9]2[CH:13]=[C:12]([CH2:14][CH:15]=[C:16]([CH3:17])[CH3:18])[N:11]([CH3:19])[N:10]=2)[C:5](=[O:8])[C:6]=1[CH3:7].[Cl:1][C:2]1[C:3](=[O:20])[N:4]([C:9]2[CH:13]=[C:12]([CH2:14][CH:15]=[C:16]([CH3:17])[CH3:18])[N:11]([CH3:19])[N:10]=2)[CH:5]([OH:8])[C:6]=1[CH3:7]. The yield is 0.230. The catalyst is CO.O1CCCC1. The reactants are [Cl:1][C:2]1[C:3](=[O:20])[N:4]([C:9]2[CH:13]=[C:12]([CH2:14][CH:15]=[C:16]([CH3:18])[CH3:17])[N:11]([CH3:19])[N:10]=2)[C:5](=[O:8])[C:6]=1[CH3:7].[BH4-].[Na+].O.ClCCl. (2) The reactants are Cl[C:2]1[N:10]=[C:9]([C:11]([F:14])([F:13])[F:12])[CH:8]=[CH:7][C:3]=1[C:4]([OH:6])=[O:5].C[Si]([N-][Si](C)(C)C)(C)C.[Li+].[NH2:25][C:26]1[CH:31]=[CH:30][CH:29]=[CH:28][CH:27]=1. The catalyst is O1CCCC1.C(OCC)(=O)C. The product is [C:26]1([NH:25][C:2]2[N:10]=[C:9]([C:11]([F:14])([F:13])[F:12])[CH:8]=[CH:7][C:3]=2[C:4]([OH:6])=[O:5])[CH:31]=[CH:30][CH:29]=[CH:28][CH:27]=1. The yield is 0.969. (3) The reactants are [NH2:1][C:2]1[N:6]([C:7]2[CH:14]=[CH:13][C:10]([C:11]#[N:12])=[CH:9][CH:8]=2)[N:5]=[C:4]([C:15]([CH3:18])([CH3:17])[CH3:16])[CH:3]=1.C(=O)([O-])[O-].[K+].[K+].Cl[C:26]([O:28][C:29]1[CH:34]=[CH:33][CH:32]=[CH:31][CH:30]=1)=[O:27]. The catalyst is C(Cl)Cl. The product is [C:15]([C:4]1[CH:3]=[C:2]([NH:1][C:26](=[O:27])[O:28][C:29]2[CH:34]=[CH:33][CH:32]=[CH:31][CH:30]=2)[N:6]([C:7]2[CH:14]=[CH:13][C:10]([C:11]#[N:12])=[CH:9][CH:8]=2)[N:5]=1)([CH3:18])([CH3:17])[CH3:16]. The yield is 0.610. (4) The reactants are [CH3:1][O:2][C:3]([CH:5]1[C:10](=[O:11])[CH2:9][CH2:8][N:7]([C:12]([O:14][C:15]([CH3:18])([CH3:17])[CH3:16])=[O:13])[CH2:6]1)=[O:4].[H-].[Na+].[CH3:21]I. The catalyst is O1CCCC1. The product is [CH3:1][O:2][C:3]([C:5]1([CH3:21])[C:10](=[O:11])[CH2:9][CH2:8][N:7]([C:12]([O:14][C:15]([CH3:18])([CH3:17])[CH3:16])=[O:13])[CH2:6]1)=[O:4]. The yield is 0.520. (5) The reactants are [CH3:1][O:2][C:3](=[O:19])[C:4]1[CH:9]=[C:8]([NH2:10])[CH:7]=[C:6]([C:11]2[CH:16]=[CH:15][C:14]([CH3:17])=[CH:13][N:12]=2)[C:5]=1[F:18].[C:20](Cl)(=[O:24])[CH:21]([CH3:23])[CH3:22].C(N(CC)CC)C. The catalyst is C(Cl)Cl. The product is [CH3:1][O:2][C:3](=[O:19])[C:4]1[CH:9]=[C:8]([NH:10][C:20](=[O:24])[CH:21]([CH3:23])[CH3:22])[CH:7]=[C:6]([C:11]2[CH:16]=[CH:15][C:14]([CH3:17])=[CH:13][N:12]=2)[C:5]=1[F:18]. The yield is 0.990. (6) The reactants are [C:1]([OH:5])(=[O:4])[CH:2]=[CH2:3].[NH2:6][C:7]1[CH:12]=[CH:11][C:10](Br)=[CH:9][N:8]=1.C([O-])([O-])=O.[Na+].[Na+]. The catalyst is O.Cl[Pd]Cl. The product is [NH2:6][C:7]1[N:8]=[CH:9][C:10](/[CH:3]=[CH:2]/[C:1]([OH:5])=[O:4])=[CH:11][CH:12]=1. The yield is 0.620. (7) The reactants are [Cl:1][C:2]1[C:3]([CH3:18])=[C:4]([NH:10][C@H:11]([C@@H:15]([OH:17])[CH3:16])[C:12]([OH:14])=O)[CH:5]=[CH:6][C:7]=1[C:8]#[N:9].[Cl:19][C:20]1[CH:21]=[C:22]([CH:27]=[CH:28][C:29]=1[OH:30])[C:23]([NH:25][NH2:26])=[O:24]. No catalyst specified. The product is [Cl:1][C:2]1[C:3]([CH3:18])=[C:4]([NH:10][C@H:11]([C@@H:15]([OH:17])[CH3:16])[C:12]([NH:26][NH:25][C:23](=[O:24])[C:22]2[CH:27]=[CH:28][C:29]([OH:30])=[C:20]([Cl:19])[CH:21]=2)=[O:14])[CH:5]=[CH:6][C:7]=1[C:8]#[N:9]. The yield is 0.820. (8) The reactants are Br[C:2]1[N:6]2[CH:7]=[CH:8][C:9]([C:12]([F:15])([F:14])[F:13])=[C:10]([F:11])[C:5]2=[N:4][CH:3]=1.[F:16][C:17]1[CH:22]=[CH:21][C:20](B2OC(C)(C)C(C)(C)O2)=[CH:19][C:18]=1[C:32]1[CH:37]=[CH:36][C:35]([F:38])=[CH:34][C:33]=1[S:39]([CH3:42])(=[O:41])=[O:40]. No catalyst specified. The product is [F:16][C:17]1[CH:22]=[CH:21][C:20]([C:2]2[N:6]3[CH:7]=[CH:8][C:9]([C:12]([F:15])([F:14])[F:13])=[C:10]([F:11])[C:5]3=[N:4][CH:3]=2)=[CH:19][C:18]=1[C:32]1[CH:37]=[CH:36][C:35]([F:38])=[CH:34][C:33]=1[S:39]([CH3:42])(=[O:41])=[O:40]. The yield is 0.420.